Dataset: Reaction yield outcomes from USPTO patents with 853,638 reactions. Task: Predict the reaction yield, written as a fraction of the theoretical maximum amount of product (1.0 means a 100% yield; for example, 0.34 means a 34% yield). (1) The reactants are [Cl:1][C:2]1[CH:7]=[CH:6][C:5]([C:8]2[S:16][C:15]3[C:14](=[O:17])[N:13]([C:18]4[CH:23]=[CH:22][C:21]([O:24][CH2:25][C:26]5([OH:32])[CH2:29][C:28]([F:31])([F:30])[CH2:27]5)=[C:20]([O:33][CH3:34])[CH:19]=4)[CH:12]=[N:11][C:10]=3[CH:9]=2)=[CH:4][CH:3]=1.C(N(C(C)C)[P:39]([O:48][CH2:49][C:50]1[CH:55]=[CH:54][CH:53]=[CH:52][CH:51]=1)[O:40][CH2:41][C:42]1[CH:47]=[CH:46][CH:45]=[CH:44][CH:43]=1)(C)C.N1C=NC=N1.[OH:64]O. The catalyst is ClCCCl.C(Cl)Cl. The product is [P:39]([O:32][C:26]1([CH2:25][O:24][C:21]2[CH:22]=[CH:23][C:18]([N:13]3[C:14](=[O:17])[C:15]4[S:16][C:8]([C:5]5[CH:6]=[CH:7][C:2]([Cl:1])=[CH:3][CH:4]=5)=[CH:9][C:10]=4[N:11]=[CH:12]3)=[CH:19][C:20]=2[O:33][CH3:34])[CH2:27][C:28]([F:30])([F:31])[CH2:29]1)([O:40][CH2:41][C:42]1[CH:43]=[CH:44][CH:45]=[CH:46][CH:47]=1)([O:48][CH2:49][C:50]1[CH:51]=[CH:52][CH:53]=[CH:54][CH:55]=1)=[O:64]. The yield is 0.850. (2) The yield is 0.840. The reactants are [OH-].[K+].C[Si](C)(C)[C:5]#[C:6][C:7]1[CH:12]=[CH:11][CH:10]=[CH:9][C:8]=1[NH:13][C:14](=[O:16])[CH3:15]. The product is [C:6]([C:7]1[CH:12]=[CH:11][CH:10]=[CH:9][C:8]=1[NH:13][C:14](=[O:16])[CH3:15])#[CH:5]. The catalyst is O.CO. (3) The reactants are [Br:1][C:2]1[CH:13]=[CH:12][C:5]([C:6](N(OC)C)=[O:7])=[C:4]([F:14])[CH:3]=1.[CH3:15][Mg]Br.C(OCC)C. The catalyst is C1COCC1. The product is [Br:1][C:2]1[CH:13]=[CH:12][C:5]([C:6](=[O:7])[CH3:15])=[C:4]([F:14])[CH:3]=1. The yield is 0.850. (4) The reactants are [OH:1][C:2]12[C:13]3[C:8](=[CH:9][CH:10]=[CH:11][CH:12]=3)[C:7](=[O:14])[C:6]1([OH:15])[C:5]1[CH:16]=[C:17]([CH2:20][CH2:21][CH3:22])[CH:18]=[CH:19][C:4]=1[O:3]2.[C:23]([OH:26])(=O)[CH3:24].N1C=CC=CC=1.C1C[O:36][CH2:35][CH2:34]1. No catalyst specified. The product is [C:35]([O:3][C:4]1[CH:19]=[CH:18][C:17]([CH2:20][CH2:21][CH3:22])=[CH:16][C:5]=1[C:6]1([O:15][C:23](=[O:26])[CH3:24])[C:7](=[O:14])[C:8]2[C:13](=[CH:12][CH:11]=[CH:10][CH:9]=2)[C:2]1=[O:1])(=[O:36])[CH3:34]. The yield is 0.560.